This data is from Experimentally validated miRNA-target interactions with 360,000+ pairs, plus equal number of negative samples. The task is: Binary Classification. Given a miRNA mature sequence and a target amino acid sequence, predict their likelihood of interaction. (1) The miRNA is hsa-miR-7151-5p with sequence GAUCCAUCUCUGCCUGUAUUGGC. The protein sequence of the target gene is MTLQWAAVATFLYAEIGLILIFCLPFIPPQRWQKIFSFNVWGKIATFWNKAFLTIIILLIVLFLDAVREVRKYSSVHTIEKSSTSRPDAYEHTQMKLFRSQRNLYISGFSLFFWLVLRRLVTLITQLAKELSNKGVLKTQAENTNKAAKKFMEENEKLKRILKSHGKDEECVLEAENKKLVEDQEKLKTELRKTSDALSKAQNDVMEMKMQSERLSKEYDQLLKEHSELQDRLERGNKKRL. Result: 0 (no interaction). (2) The miRNA is hsa-miR-3650 with sequence AGGUGUGUCUGUAGAGUCC. The protein sequence of the target gene is MDRRSRAQQWRRARHNYNDLCPPIGRRAATALLWLSCSIALLRALASSNARAQQRAAQRRSFLNAHHRSAAAAAAAQVLPESSESESDHEHEEVEPELARPECLEYDQDDYETETDSETEPESDIESETEIETEPETEPETAPTTEPETEPEDERGPRGATFNQSLTQRLHALKLQSADASPRRAQPTTQEPESASEGEEPQRGPLDQDPRDPEEEPEERKEENRQPRRCKTRRPARRRDQSPESPPRKGPIPIRRH. Result: 0 (no interaction).